This data is from Reaction yield outcomes from USPTO patents with 853,638 reactions. The task is: Predict the reaction yield, written as a fraction of the theoretical maximum amount of product (1.0 means a 100% yield; for example, 0.34 means a 34% yield). (1) The product is [Cl:18][C:9]1[N:5]2[CH:6]=[CH:7][CH:8]=[C:3]([C:2]([F:16])([F:1])[F:17])[C:4]2=[N:11][C:10]=1[C:12]([O:14][CH3:15])=[O:13]. The catalyst is CN(C)C=O. The reactants are [F:1][C:2]([F:17])([F:16])[C:3]1[C:4]2[N:5]([CH:9]=[C:10]([C:12]([O:14][CH3:15])=[O:13])[N:11]=2)[CH:6]=[CH:7][CH:8]=1.[Cl:18]N1C(=O)CCC1=O. The yield is 0.990. (2) The reactants are [OH:1]/[N:2]=[C:3]1\[CH2:4][CH2:5][C:6]2[C:11]\1=[CH:10][C:9]([O:12][CH3:13])=[CH:8][CH:7]=2.CCN(CC)CC.[CH3:21][S:22](Cl)(=[O:24])=[O:23]. The catalyst is CN(C1C=CN=CC=1)C.C(Cl)Cl. The product is [CH3:13][O:12][C:9]1[CH:10]=[C:11]2[C:6]([CH2:5][CH2:4]/[C:3]/2=[N:2]\[O:1][S:22]([CH3:21])(=[O:24])=[O:23])=[CH:7][CH:8]=1. The yield is 0.670. (3) The reactants are [C:1](=[N:14][NH2:15])([C:8]1[CH:13]=[CH:12][CH:11]=[CH:10][CH:9]=1)[C:2]1[CH:7]=[CH:6][CH:5]=[CH:4][CH:3]=1.CC(C)([O-])C.[Na+].[C@@H]1(N)CCCC[C@H]1N.CCCCCCCCCCCC.I[C:43]1[CH:44]=[C:45]([CH3:50])[CH:46]=[C:47]([CH3:49])[CH:48]=1. The catalyst is [Cu]I.O1CCOCC1. The product is [CH3:50][C:45]1[CH:44]=[C:43]([NH:15][N:14]=[C:1]([C:8]2[CH:9]=[CH:10][CH:11]=[CH:12][CH:13]=2)[C:2]2[CH:7]=[CH:6][CH:5]=[CH:4][CH:3]=2)[CH:48]=[C:47]([CH3:49])[CH:46]=1. The yield is 0.800. (4) The reactants are [CH3:1][O:2][C:3]1[CH:4]=[C:5]2[C:11]3([C:19]4[C:14](=[CH:15][CH:16]=[CH:17][CH:18]=4)[NH:13][C:12]3=[O:20])[CH2:10][O:9][C:6]2=[CH:7][N:8]=1.C(=O)([O-])[O-].[Cs+].[Cs+].Br[CH2:28][CH:29]1[CH2:34][CH2:33][O:32][CH2:31][CH2:30]1. The catalyst is CC(=O)CC. The product is [CH3:1][O:2][C:3]1[CH:4]=[C:5]2[C:11]3([C:19]4[C:14](=[CH:15][CH:16]=[CH:17][CH:18]=4)[N:13]([CH2:28][CH:29]4[CH2:34][CH2:33][O:32][CH2:31][CH2:30]4)[C:12]3=[O:20])[CH2:10][O:9][C:6]2=[CH:7][N:8]=1. The yield is 0.890. (5) The reactants are CN(C(ON1N=NC2C=CC=NC1=2)=[N+](C)C)C.F[P-](F)(F)(F)(F)F.[CH2:25]([O:32][N:33]1[C:39](=[O:40])[N:38]2[CH2:41][C@H:34]1[CH2:35][CH2:36][C@H:37]2[C:42]([NH:44][NH2:45])=[O:43])[C:26]1[CH:31]=[CH:30][CH:29]=[CH:28][CH:27]=1.[NH2:46][C:47](=[O:51])[C:48](O)=[O:49].CCN(C(C)C)C(C)C. The catalyst is CN(C=O)C. The product is [CH2:25]([O:32][N:33]1[C:39](=[O:40])[N:38]2[CH2:41][C@H:34]1[CH2:35][CH2:36][C@H:37]2[C:42]([NH:44][NH:45][C:48](=[O:49])[C:47]([NH2:46])=[O:51])=[O:43])[C:26]1[CH:31]=[CH:30][CH:29]=[CH:28][CH:27]=1. The yield is 0.640. (6) The reactants are [F:1][C:2]([F:16])([F:15])[C:3]([CH3:14])([CH3:13])[CH2:4][N:5]1[CH2:10][CH2:9][CH:8]([CH2:11][OH:12])[CH2:7][CH2:6]1.[H-].[Na+].Br[C:20]1[CH:25]=[CH:24][C:23]([Br:26])=[CH:22][N:21]=1. The catalyst is C1COCC1. The product is [Br:26][C:23]1[CH:24]=[CH:25][C:20]([O:12][CH2:11][CH:8]2[CH2:9][CH2:10][N:5]([CH2:4][C:3]([CH3:13])([CH3:14])[C:2]([F:1])([F:15])[F:16])[CH2:6][CH2:7]2)=[N:21][CH:22]=1. The yield is 0.930.